From a dataset of Forward reaction prediction with 1.9M reactions from USPTO patents (1976-2016). Predict the product of the given reaction. (1) Given the reactants [Cl:1][C:2]1[CH:7]=[CH:6][CH:5]=[C:4]([S:8]([CH2:11][CH3:12])(=[O:10])=[O:9])[C:3]=1Cl.[NH2:14][C:15]1[S:19][N:18]=[C:17]([CH3:20])[N:16]=1.Cl[C:22]1[C:31]2[C:26](=[CH:27][CH:28]=[C:29]([OH:32])[CH:30]=2)[N:25]=[CH:24][N:23]=1, predict the reaction product. The product is: [Cl:1][C:2]1[CH:7]=[CH:6][CH:5]=[C:4]([S:8]([CH2:11][CH3:12])(=[O:10])=[O:9])[C:3]=1[O:32][C:29]1[CH:30]=[C:31]2[C:26](=[CH:27][CH:28]=1)[N:25]=[CH:24][N:23]=[C:22]2[NH:14][C:15]1[S:19][N:18]=[C:17]([CH3:20])[N:16]=1. (2) Given the reactants [CH3:1][N:2]1[C:6]([CH3:7])=[C:5]([C:8]2[C:9]3[N:10]([N:14]=[C:15]([NH2:17])[N:16]=3)[CH:11]=[CH:12][N:13]=2)[C:4]([CH3:18])=[N:3]1.ClC1C2N(N=C(N)N=2)C=CN=1.CN1C(C)=C(B(O)O)C(C)=N1.Cl[C:42]1[CH:50]=[C:49]2[C:45]([C:46]([CH3:53])([CH3:52])[C:47](=[O:51])[NH:48]2)=[CH:44][CH:43]=1, predict the reaction product. The product is: [CH3:52][C:46]1([CH3:53])[C:45]2[C:49](=[CH:50][C:42]([NH:17][C:15]3[N:16]=[C:9]4[C:8]([C:5]5[C:4]([CH3:18])=[N:3][N:2]([CH3:1])[C:6]=5[CH3:7])=[N:13][CH:12]=[CH:11][N:10]4[N:14]=3)=[CH:43][CH:44]=2)[NH:48][C:47]1=[O:51].